Dataset: CYP1A2 inhibition data for predicting drug metabolism from PubChem BioAssay. Task: Regression/Classification. Given a drug SMILES string, predict its absorption, distribution, metabolism, or excretion properties. Task type varies by dataset: regression for continuous measurements (e.g., permeability, clearance, half-life) or binary classification for categorical outcomes (e.g., BBB penetration, CYP inhibition). Dataset: cyp1a2_veith. (1) The molecule is Cc1ccc(CCNC(=O)C2CC(c3ccccc3[N+](=O)[O-])=NO2)cc1. The result is 1 (inhibitor). (2) The molecule is CO[C@H]1COC(=O)C/C=C\[C@@H](C)COC(=O)[C@@H](CCSC)NC(=O)C/C=C\[C@@H]1C. The result is 0 (non-inhibitor). (3) The compound is O=C(OCc1nc2ccccc2[nH]1)C12CC3CC(CC(C3)C1)C2. The result is 1 (inhibitor).